Dataset: Forward reaction prediction with 1.9M reactions from USPTO patents (1976-2016). Task: Predict the product of the given reaction. (1) Given the reactants OC(C(F)(F)F)=O.[NH2:8][C:9]1[N:10]([CH3:31])[C:11](=[O:30])[C:12]2([N:29]=1)[C:21]1[C:16](=[CH:17][CH:18]=[C:19](Br)[CH:20]=1)[S:15][CH:14]([C:23]1[CH:28]=[CH:27][CH:26]=[CH:25][CH:24]=1)[CH2:13]2.[C:32]([C:34]1[CH:35]=[C:36](B(O)O)[CH:37]=[CH:38][CH:39]=1)#[N:33].C([O-])([O-])=O.[Cs+].[Cs+], predict the reaction product. The product is: [NH2:8][C:9]1[N:10]([CH3:31])[C:11](=[O:30])[C:12]2([N:29]=1)[C:21]1[C:16](=[CH:17][CH:18]=[C:19]([C:38]3[CH:39]=[C:34]([CH:35]=[CH:36][CH:37]=3)[C:32]#[N:33])[CH:20]=1)[S:15][CH:14]([C:23]1[CH:28]=[CH:27][CH:26]=[CH:25][CH:24]=1)[CH2:13]2. (2) Given the reactants [CH2:1]([OH:4])[CH2:2][CH3:3].[H-].[Na+].[C:7]([C:9]1[CH:10]=[C:11]([C:16]2[O:20][N:19]=[C:18]([C:21]3[CH:38]=[CH:37][C:24]4[CH2:25][CH2:26][N:27]([C:30]([O:32][C:33]([CH3:36])([CH3:35])[CH3:34])=[O:31])[CH2:28][CH2:29][C:23]=4[CH:22]=3)[N:17]=2)[CH:12]=[CH:13][C:14]=1F)#[N:8], predict the reaction product. The product is: [C:7]([C:9]1[CH:10]=[C:11]([C:16]2[O:20][N:19]=[C:18]([C:21]3[CH:38]=[CH:37][C:24]4[CH2:25][CH2:26][N:27]([C:30]([O:32][C:33]([CH3:36])([CH3:35])[CH3:34])=[O:31])[CH2:28][CH2:29][C:23]=4[CH:22]=3)[N:17]=2)[CH:12]=[CH:13][C:14]=1[O:4][CH2:1][CH2:2][CH3:3])#[N:8]. (3) Given the reactants Cl[C:2]1[CH:7]=[CH:6][CH:5]=[C:4]([C:8]#[N:9])[N:3]=1.[O-:10][CH2:11][CH3:12].[Na+], predict the reaction product. The product is: [C:8]([C:4]1[CH:5]=[CH:6][CH:7]=[C:2]([O:10][CH2:11][CH3:12])[N:3]=1)#[N:9].